Predict the product of the given reaction. From a dataset of Forward reaction prediction with 1.9M reactions from USPTO patents (1976-2016). (1) Given the reactants [Br:1][C:2]1[CH:3]=[CH:4][C:5]([F:16])=[C:6]2[C:11]=1[N:10]=[C:9]([CH:12]=[CH:13]OC)[CH:8]=[CH:7]2.BrN1C(=O)CCC1=O.[CH3:25][O:26][CH2:27][CH2:28][O:29][C:30]1[CH:35]=[CH:34][N:33]=[C:32]([NH2:36])[CH:31]=1, predict the reaction product. The product is: [Br:1][C:2]1[CH:3]=[CH:4][C:5]([F:16])=[C:6]2[C:11]=1[N:10]=[C:9]([C:12]1[N:33]3[CH:34]=[CH:35][C:30]([O:29][CH2:28][CH2:27][O:26][CH3:25])=[CH:31][C:32]3=[N:36][CH:13]=1)[CH:8]=[CH:7]2. (2) Given the reactants [F:1][C:2]([F:10])([F:9])[CH:3]([OH:8])[C:4]([F:7])([F:6])[F:5].ClC(Cl)(O[C:15](=[O:21])OC(Cl)(Cl)Cl)Cl.C(N(CC)C(C)C)(C)C.[CH3:32][CH:33]1[CH2:38][NH:37][CH2:36][CH2:35][N:34]1[CH2:39][C:40]1[CH:45]=[CH:44][C:43]([C:46]2[CH:51]=[CH:50][CH:49]=[CH:48][CH:47]=2)=[CH:42][CH:41]=1, predict the reaction product. The product is: [CH3:32][CH:33]1[N:34]([CH2:39][C:40]2[CH:45]=[CH:44][C:43]([C:46]3[CH:51]=[CH:50][CH:49]=[CH:48][CH:47]=3)=[CH:42][CH:41]=2)[CH2:35][CH2:36][N:37]([C:15]([O:8][CH:3]([C:4]([F:7])([F:6])[F:5])[C:2]([F:10])([F:9])[F:1])=[O:21])[CH2:38]1. (3) Given the reactants [Cl:1][C:2]1[CH:3]=[C:4]([C:9]2[CH:17]=[C:16]3[C:12]([CH2:13][C:14](=[O:18])[NH:15]3)=[CH:11][CH:10]=2)[CH:5]=[C:6]([Cl:8])[CH:7]=1.[CH2:19]([N:21]([CH2:36][CH3:37])[CH2:22][CH2:23][NH:24][C:25]([C:27]1[C:31]([CH3:32])=[C:30]([CH:33]=O)[NH:29][C:28]=1[CH3:35])=[O:26])[CH3:20], predict the reaction product. The product is: [CH2:36]([N:21]([CH2:19][CH3:20])[CH2:22][CH2:23][NH:24][C:25]([C:27]1[C:31]([CH3:32])=[C:30]([CH:33]=[C:13]2[C:12]3[C:16](=[CH:17][C:9]([C:4]4[CH:3]=[C:2]([Cl:1])[CH:7]=[C:6]([Cl:8])[CH:5]=4)=[CH:10][CH:11]=3)[NH:15][C:14]2=[O:18])[NH:29][C:28]=1[CH3:35])=[O:26])[CH3:37]. (4) Given the reactants C([N:8]1[C@@H:13]([CH:14]=[CH:15][CH:16]([CH3:18])[CH3:17])[CH2:12][CH2:11][CH2:10][C@@H:9]1[CH3:19])(OC(C)(C)C)=O, predict the reaction product. The product is: [CH3:19][C@H:9]1[CH2:10][CH2:11][CH2:12][C@H:13]([CH:14]=[CH:15][CH:16]([CH3:18])[CH3:17])[NH:8]1. (5) Given the reactants C([O:8][C:9]1[C:14]([NH:15][C:16](=[O:21])[C:17]([F:20])([F:19])[F:18])=[CH:13][C:12]([CH2:22][CH2:23][C:24]([O:26][CH3:27])=[O:25])=[CH:11][C:10]=1[C:28]1[CH:29]=[C:30]2[C:34](=[CH:35][CH:36]=1)[N:33]([CH3:37])[N:32]=[CH:31]2)C1C=CC=CC=1, predict the reaction product. The product is: [OH:8][C:9]1[C:14]([NH:15][C:16](=[O:21])[C:17]([F:18])([F:19])[F:20])=[CH:13][C:12]([CH2:22][CH2:23][C:24]([O:26][CH3:27])=[O:25])=[CH:11][C:10]=1[C:28]1[CH:29]=[C:30]2[C:34](=[CH:35][CH:36]=1)[N:33]([CH3:37])[N:32]=[CH:31]2. (6) Given the reactants C(OC(=O)CCCNC(NC1SC(C2C=CC(S(C)(=O)=O)=C(F)C=2)=C(C)N=1)=O)C.[CH3:30][S:31]([C:34]1[CH:39]=[CH:38][C:37]([C:40]2[S:44][C:43]([NH2:45])=[N:42][C:41]=2[CH3:46])=[CH:36][C:35]=1[C:47]([F:50])([F:49])[F:48])(=[O:33])=[O:32].[CH2:51]([O:53][C:54](=[O:60])[CH2:55][CH2:56][N:57]=[C:58]=[O:59])[CH3:52], predict the reaction product. The product is: [CH2:51]([O:53][C:54](=[O:60])[CH2:55][CH2:56][NH:57][C:58]([NH:45][C:43]1[S:44][C:40]([C:37]2[CH:38]=[CH:39][C:34]([S:31]([CH3:30])(=[O:32])=[O:33])=[C:35]([C:47]([F:50])([F:49])[F:48])[CH:36]=2)=[C:41]([CH3:46])[N:42]=1)=[O:59])[CH3:52].